Task: Predict the reactants needed to synthesize the given product.. Dataset: Full USPTO retrosynthesis dataset with 1.9M reactions from patents (1976-2016) Given the product [CH3:26][C:22]1[CH:23]=[CH:24][CH:25]=[C:2]([CH3:1])[C:3]=1[CH2:4][NH:5][C:6]1[C:14]2[N:13]=[C:12]([CH3:15])[N:11]([CH3:16])[C:10]=2[CH:9]=[C:8]([C:17]([OH:19])=[O:18])[CH:7]=1, predict the reactants needed to synthesize it. The reactants are: [CH3:1][C:2]1[CH:25]=[CH:24][CH:23]=[C:22]([CH3:26])[C:3]=1[CH2:4][NH:5][C:6]1[C:14]2[N:13]=[C:12]([CH3:15])[N:11]([CH3:16])[C:10]=2[CH:9]=[C:8]([C:17]([O:19]CC)=[O:18])[CH:7]=1.[OH-].[Na+].Cl.